From a dataset of Experimentally validated miRNA-target interactions with 360,000+ pairs, plus equal number of negative samples. Binary Classification. Given a miRNA mature sequence and a target amino acid sequence, predict their likelihood of interaction. (1) The miRNA is hsa-miR-557 with sequence GUUUGCACGGGUGGGCCUUGUCU. The protein sequence of the target gene is MDRTLESLRHIIAQVLPHRDPALVFKDLNVVSMLQEFWESKQQQKAAFPSEGVVVYESLPAPGPPFVSYVTLPGGSCFGNFQCCLSRAEARRDAAKVALINSLFNELPSRRITKEFIMESVQEAVASTSGTLDDADDPSTSVGAYHYMLESNMGKTMLEFQELMTIFQLLHWNGSLKALRETKCSRQEVISYYSQYSLDEKMRSHMALDWIMKERDSPGIVSQELRMALRQLEEARKAGQELRFYKEKKEILSLALTQICSDPDTSSPSDDQLSLTALCGYH. Result: 0 (no interaction). (2) The miRNA is hsa-miR-7161-5p with sequence UAAAGACUGUAGAGGCAACUGGU. The protein sequence of the target gene is MWPQPRFPPHPAMSEKTQQGKLAAAKKKLKAYWQRKSPGIPAGANRKKKINGSSPDTATSGGYHSPGDSATGIYGEGRASSTTLEDLESQYQELAVALDSSSAIISQLTENINSLVRTSKEEKKHEIHLVQKLGRSLFKLKNQTAEPLAPEPPAGPSKVEQLQDETNHLRKELESVGRQLQAEVENNQMLSLLNRRQEERLREQEERLREQEERLREQEDRLHEQEERLREQEERLCEQEERLREHEERLCEQEERLCEQEERLREQEERLHEQEERLREQEERLCEQEERLREQEERLC.... Result: 1 (interaction). (3) The miRNA is hsa-miR-412-3p with sequence ACUUCACCUGGUCCACUAGCCGU. The protein sequence of the target gene is MIGMLESLQHESDLLQHDQIHTGEKPYECNECRKTFSLKQNLVEHKKMHTGEKSHECTECGKVCSRVSSLTLHLRSHTGKKAYKCNKCGKAFSQKENFLSHQKHHTGEKPYECEKVSIQMPTIIRHQKNHTGTKPYACKECGKAFNGKAYLTEHEKIHTGEKPFECNQCGRAFSQKQYLIKHQNIHTGKKPFKCSECGKAFSQKENLIIHQRIHTGEKPYECKGCGKAFIQKSSLIRHQRSHTGEKPYTCKECGKAFSGKSNLTEHEKIHIGEKPYKCNECGTIFRQKQYLIKHHNIHTG.... Result: 1 (interaction). (4) The miRNA is hsa-miR-369-5p with sequence AGAUCGACCGUGUUAUAUUCGC. The protein sequence of the target gene is MMKTEPRGPGGPLRSASPHRSAYEAGIQALKPPDAPGPDEAPKAAHHKKYGSNVHRIKSMFLQMGTTAGPPGEAGGGAGMAEAPRASDRGVRLSLPRASSLNENVDHSALLKLGTSVSERVSRFDSKPAPSAQPAPPPHPPSRLQETRKLFERSVPAASGGDKEAVARRLLRQERAGLQDRKLDVVVRFNGSTEALDKLDADAVSPTVSQLSAVFEKADSRTGLHRAPGPPRAAGAPQVNSKLVTKRSRVFQPPPPPPAPSGDGATEKERGPGGQQPPQHRVAPARPPPKPREVRKIKPV.... Result: 0 (no interaction). (5) The miRNA is rno-miR-24-3p with sequence UGGCUCAGUUCAGCAGGAACAG. The protein sequence of the target gene is MNTKDTTEVAENSHHLKIFLPKKLLECLPRCPLLPPERLRWNTNEEIASYLITFEKHDEWLSCAPKTRPQNGSIILYNRKKVKYRKDGYLWKKRKDGKTTREDHMKLKVQGMEPVSWQCLYGCYVHSSIVPTFHRRCYWLLQNPDIVLVHYLNVPALEDCGKGCSPIFCSISSDRREWLKWSREELLGQLKPMFHGIKWSCGNGAEEFSVEQLVQQILDTHPTKPAPRTHACLCSGGLGSGSLTHKCSSTKHRIISPKVEPRALALASISHSKPPEPPPLIAPLPPELPKAHTSPSSSSS.... Result: 0 (no interaction). (6) The miRNA is hsa-miR-4722-5p with sequence GGCAGGAGGGCUGUGCCAGGUUG. The protein sequence of the target gene is MAKAKKVGARRKASGAPAGARGGPAKANSNPFEVKVNRQKFQILGRKTRHDVGLPGVSRARALRKRTQTLLKEYKERDKSNVFRDKRFGEYNSNMSPEEKMMKRFALEQQRHHEKKSIYNLNEDEELTHYGQSLADIEKHNDIVDSDSDAEDRGTLSAELTAAHFGGGGGLLHKKTQQEGEEREKPKSRKELIEELIAKSKQEKRERQAQREDALELTEKLDQDWKEIQTLLSHKTPKSENRDKKEKPKPDAYDMMVRELGFEMKAQPSNRMKTEAELAKEEQEHLRKLEAERLRRMLGK.... Result: 1 (interaction). (7) The miRNA is hsa-miR-376b-5p with sequence CGUGGAUAUUCCUUCUAUGUUU. The protein sequence of the target gene is MSKAAGGSAPAAESCPSAPAGASTPTGVDDLSKVTDEELLQWSKEELIRSLRRAEAEKVSAMLDHSNLIREVNRRLQLHLGEIRGLKDINQKLQEDNQELRDLCCFLDDDRQKGKRVSREWQRLGRYTAGVMHKEVALYLQKLKELEVKQEEVVKENMELKELCMLLDEEKGVGCAGSRCSIDSQASLCQLVASATPYVRDVGDGSSTSSTGSTDSPDHHKHHASGGSPEHLQKPRSEGSPEHTKHRSTSPEHLHKPRASGTPDHSKALKGPSPEHHKPLCKGSPEQQRHPHPGSSPEVL.... Result: 0 (no interaction).